Dataset: hERG Central: cardiac toxicity at 1µM, 10µM, and general inhibition. Task: Predict hERG channel inhibition at various concentrations. Results: hERG_inhib (hERG inhibition (general)): blocker. The molecule is CCCCCCCN1C(Nc2ccccc2)=NC[C@@H]1Cc1ccccc1.